From a dataset of Forward reaction prediction with 1.9M reactions from USPTO patents (1976-2016). Predict the product of the given reaction. (1) Given the reactants [CH3:1][O:2][C:3]([C:5]1[N:6]([CH2:23][C:24]2[CH:29]=[CH:28][C:27]([C:30](O)=[O:31])=[CH:26][CH:25]=2)[C:7](=[O:22])[C:8]2[C:13]([C:14]=1[C:15]1[CH:20]=[CH:19][CH:18]=[CH:17][CH:16]=1)=[CH:12][C:11]([Br:21])=[CH:10][CH:9]=2)=[O:4].B, predict the reaction product. The product is: [CH3:1][O:2][C:3]([C:5]1[N:6]([CH2:23][C:24]2[CH:25]=[CH:26][C:27]([CH2:30][OH:31])=[CH:28][CH:29]=2)[C:7](=[O:22])[C:8]2[C:13]([C:14]=1[C:15]1[CH:16]=[CH:17][CH:18]=[CH:19][CH:20]=1)=[CH:12][C:11]([Br:21])=[CH:10][CH:9]=2)=[O:4]. (2) Given the reactants Br[C:2]1[CH:8]=[CH:7][C:5]([NH2:6])=[CH:4][C:3]=1[F:9].[C:10]([O:14][CH3:15])(=[O:13])[CH:11]=[CH2:12].CC1C=CC=CC=1P(C1C=CC=CC=1C)C1C=CC=CC=1C.C1(C)C=CC=CC=1, predict the reaction product. The product is: [NH2:6][C:5]1[CH:7]=[CH:8][C:2]([CH:12]=[CH:11][C:10]([O:14][CH3:15])=[O:13])=[C:3]([F:9])[CH:4]=1. (3) Given the reactants C[O:2][C:3](=O)[C:4]1[CH:9]=[C:8]([C:10]#[N:11])[CH:7]=[CH:6][C:5]=1[Cl:12].BrC1C=CC(Cl)=C(C=1)C=O, predict the reaction product. The product is: [Cl:12][C:5]1[CH:6]=[CH:7][C:8]([C:10]#[N:11])=[CH:9][C:4]=1[CH:3]=[O:2]. (4) Given the reactants [CH:1]12[O:6][CH:2]1[CH2:3][CH2:4][CH2:5]2.Br[C:8]1[CH:13]=[C:12]([O:14][CH3:15])[CH:11]=[C:10]([O:16][CH3:17])[CH:9]=1, predict the reaction product. The product is: [CH3:15][O:14][C:12]1[CH:13]=[C:8]([C@@H:2]2[CH2:3][CH2:4][CH2:5][C@H:1]2[OH:6])[CH:9]=[C:10]([O:16][CH3:17])[CH:11]=1. (5) The product is: [O:23]=[S:22]1(=[O:24])[C:8]2[C:7]([NH:27][C:28]3[CH:29]=[CH:30][C:31]([CH2:34][C:35]([O:37][CH2:38][CH3:39])=[O:36])=[CH:32][CH:33]=3)=[N:12][C:11]([C:13]3[CH:18]=[CH:17][CH:16]=[CH:15][CH:14]=3)=[N:10][C:9]=2[CH2:19][CH2:20][CH2:21]1. Given the reactants FC(F)(F)S(O[C:7]1[C:8]2[S:22](=[O:24])(=[O:23])[CH2:21][CH2:20][CH2:19][C:9]=2[N:10]=[C:11]([C:13]2[CH:18]=[CH:17][CH:16]=[CH:15][CH:14]=2)[N:12]=1)(=O)=O.[NH2:27][C:28]1[CH:33]=[CH:32][C:31]([CH2:34][C:35]([O:37][CH2:38][CH3:39])=[O:36])=[CH:30][CH:29]=1, predict the reaction product. (6) Given the reactants C(N1C=CN=C1)(N1C=CN=C1)=O.F[C:14]1[C:15]([C:20]([OH:22])=O)=[N:16][CH:17]=[CH:18][CH:19]=1.[NH2:23][C:24]1[N:29]=[C:28]([N:30]([CH3:38])[C:31]2[CH:36]=[CH:35][CH:34]=[C:33](C)[CH:32]=2)[N:27]=[C:26]([C:39]([NH:41]O)=[NH:40])[N:25]=1.[CH:43]1([NH2:46])[CH2:45][CH2:44]1, predict the reaction product. The product is: [CH:43]1([NH:46][C:14]2[C:15]([C:20]3[O:22][N:40]=[C:39]([C:26]4[N:27]=[C:28]([N:30]([CH3:38])[C:31]5[CH:32]=[CH:33][CH:34]=[CH:35][CH:36]=5)[N:29]=[C:24]([NH2:23])[N:25]=4)[N:41]=3)=[N:16][CH:17]=[CH:18][CH:19]=2)[CH2:45][CH2:44]1.